This data is from Forward reaction prediction with 1.9M reactions from USPTO patents (1976-2016). The task is: Predict the product of the given reaction. (1) Given the reactants [Br:1][C:2]1[CH:7]=[CH:6][C:5]([C:8]#[CH:9])=[CH:4][CH:3]=1.[Cl:10][C:11]1[CH:18]=[CH:17][C:14]([CH2:15][SH:16])=[CH:13][CH:12]=1.[Na], predict the reaction product. The product is: [Br:1][C:2]1[CH:7]=[CH:6][C:5](/[CH:8]=[CH:9]\[CH:15]([S:16][CH:15](/[CH:9]=[CH:8]\[C:5]2[CH:6]=[CH:7][C:2]([Br:1])=[CH:3][CH:4]=2)[C:14]2[CH:17]=[CH:18][C:11]([Cl:10])=[CH:12][CH:13]=2)[C:14]2[CH:17]=[CH:18][C:11]([Cl:10])=[CH:12][CH:13]=2)=[CH:4][CH:3]=1. (2) Given the reactants Br[C:2]1[CH:7]=[CH:6][C:5]([OH:8])=[C:4]([C:9]([F:12])([F:11])[F:10])[CH:3]=1.[B:13]1([B:13]2[O:17][C:16]([CH3:19])([CH3:18])[C:15]([CH3:21])([CH3:20])[O:14]2)[O:17][C:16]([CH3:19])([CH3:18])[C:15]([CH3:21])([CH3:20])[O:14]1.C([O-])(=O)C.[K+].N#N, predict the reaction product. The product is: [CH3:20][C:15]1([CH3:21])[C:16]([CH3:19])([CH3:18])[O:17][B:13]([C:2]2[CH:7]=[CH:6][C:5]([OH:8])=[C:4]([C:9]([F:12])([F:11])[F:10])[CH:3]=2)[O:14]1. (3) Given the reactants [CH2:1]([CH:8]([C:32](=[O:39])[C:33]1[CH:38]=[CH:37][CH:36]=[CH:35][CH:34]=1)[CH2:9][C:10]1[CH:15]=[CH:14][C:13]([N:16]2[S:20](=[O:22])(=[O:21])[NH:19][C:18](=[O:23])[CH2:17]2)=[C:12]([O:24]CC2C=CC=CC=2)[CH:11]=1)[C:2]1[CH:7]=[CH:6][CH:5]=[CH:4][CH:3]=1, predict the reaction product. The product is: [CH2:1]([CH:8]([C:32](=[O:39])[C:33]1[CH:38]=[CH:37][CH:36]=[CH:35][CH:34]=1)[CH2:9][C:10]1[CH:15]=[CH:14][C:13]([N:16]2[S:20](=[O:22])(=[O:21])[NH:19][C:18](=[O:23])[CH2:17]2)=[C:12]([OH:24])[CH:11]=1)[C:2]1[CH:3]=[CH:4][CH:5]=[CH:6][CH:7]=1.